Dataset: Reaction yield outcomes from USPTO patents with 853,638 reactions. Task: Predict the reaction yield, written as a fraction of the theoretical maximum amount of product (1.0 means a 100% yield; for example, 0.34 means a 34% yield). The reactants are Br[C:2]1[CH:7]=[CH:6][C:5]([C:8]2[N:9]=[CH:10][C:11]([NH2:14])=[N:12][CH:13]=2)=[C:4]([F:15])[CH:3]=1.C([O-])([O-])=O.[K+].[K+].[CH3:22][CH:23]([S:25]([NH:28][C:29]1[CH:34]=[CH:33][CH:32]=[CH:31][C:30]=1B(O)O)(=[O:27])=[O:26])[CH3:24]. The catalyst is CS(C)=O.C1C=CC([P]([Pd]([P](C2C=CC=CC=2)(C2C=CC=CC=2)C2C=CC=CC=2)([P](C2C=CC=CC=2)(C2C=CC=CC=2)C2C=CC=CC=2)[P](C2C=CC=CC=2)(C2C=CC=CC=2)C2C=CC=CC=2)(C2C=CC=CC=2)C2C=CC=CC=2)=CC=1. The product is [NH2:14][C:11]1[N:12]=[CH:13][C:8]([C:5]2[CH:6]=[CH:7][C:2]([C:30]3[CH:31]=[CH:32][CH:33]=[CH:34][C:29]=3[NH:28][S:25]([CH:23]([CH3:24])[CH3:22])(=[O:27])=[O:26])=[CH:3][C:4]=2[F:15])=[N:9][CH:10]=1. The yield is 0.0900.